Dataset: Full USPTO retrosynthesis dataset with 1.9M reactions from patents (1976-2016). Task: Predict the reactants needed to synthesize the given product. (1) Given the product [C:3]([O:7][C:8]([N:10]1[CH2:15][CH2:14][N:13]([C:16]2[C:21]([C:22]([F:25])([F:23])[F:24])=[CH:20][C:19]([Br:1])=[CH:18][N:17]=2)[CH2:12][C@H:11]1[CH3:26])=[O:9])([CH3:6])([CH3:4])[CH3:5], predict the reactants needed to synthesize it. The reactants are: [Br:1]Br.[C:3]([O:7][C:8]([N:10]1[CH2:15][CH2:14][N:13]([C:16]2[C:21]([C:22]([F:25])([F:24])[F:23])=[CH:20][CH:19]=[CH:18][N:17]=2)[CH2:12][C@H:11]1[CH3:26])=[O:9])([CH3:6])([CH3:5])[CH3:4]. (2) Given the product [CH3:12][C:13]1[O:17][N:16]=[CH:15][C:14]=1[C:18]([NH:7][C:6]1[CH:5]=[CH:4][C:3]([C:2]([F:10])([F:11])[F:1])=[CH:9][CH:8]=1)=[O:19], predict the reactants needed to synthesize it. The reactants are: [F:1][C:2]([F:11])([F:10])[C:3]1[CH:9]=[CH:8][C:6]([NH2:7])=[CH:5][CH:4]=1.[CH3:12][C:13]1[O:17][N:16]=[CH:15][C:14]=1[C:18](Cl)=[O:19].